From a dataset of Catalyst prediction with 721,799 reactions and 888 catalyst types from USPTO. Predict which catalyst facilitates the given reaction. (1) Reactant: [C:1]([C:3]([CH3:16])([O:5][C:6]1[CH:7]=[C:8]([CH:13]=[CH:14][CH:15]=1)[C:9]([O:11]C)=[O:10])[CH3:4])#[N:2].O1CCCC1.[OH-].[Na+].Cl. Product: [C:1]([C:3]([CH3:16])([O:5][C:6]1[CH:7]=[C:8]([CH:13]=[CH:14][CH:15]=1)[C:9]([OH:11])=[O:10])[CH3:4])#[N:2]. The catalyst class is: 5. (2) Reactant: CON(C)[C:4]([C:6]1[CH:7]=[N:8][C:9]([C:12]2[CH:17]=[CH:16][C:15]([C:18]([F:21])([F:20])[F:19])=[CH:14][CH:13]=2)=[N:10][CH:11]=1)=[O:5]. Product: [F:19][C:18]([F:21])([F:20])[C:15]1[CH:16]=[CH:17][C:12]([C:9]2[N:8]=[CH:7][C:6]([C:4](=[O:5])[CH2:16][CH2:17][CH2:12][CH2:13][CH2:14][CH3:15])=[CH:11][N:10]=2)=[CH:13][CH:14]=1. The catalyst class is: 7.